Dataset: Full USPTO retrosynthesis dataset with 1.9M reactions from patents (1976-2016). Task: Predict the reactants needed to synthesize the given product. (1) Given the product [N+:30]([C:33]1[CH:38]=[CH:37][C:36]([O:10][CH:5]([CH2:6][CH2:7][CH:8]=[CH2:9])[CH2:4][CH2:3][CH:2]=[CH2:1])=[CH:35][CH:34]=1)([O-:32])=[O:31], predict the reactants needed to synthesize it. The reactants are: [CH2:1]=[CH:2][CH2:3][CH2:4][CH:5]([OH:10])[CH2:6][CH2:7][CH:8]=[CH2:9].C1C=CC(P(C2C=CC=CC=2)C2C=CC=CC=2)=CC=1.[N+:30]([C:33]1[CH:38]=[CH:37][C:36](O)=[CH:35][CH:34]=1)([O-:32])=[O:31].CCOC(/N=N/C(OCC)=O)=O. (2) The reactants are: [Si:1]([O:8][CH2:9][C@@H:10]([N:13]([CH2:21][C:22](=[O:26])[C:23]([CH3:25])=[CH2:24])[C:14](=[O:20])[O:15][C:16]([CH3:19])([CH3:18])[CH3:17])C=C)([C:4]([CH3:7])([CH3:6])[CH3:5])([CH3:3])[CH3:2]. Given the product [Si:1]([O:8][CH2:9][C@@H:10]1[CH:25]=[C:23]([CH3:24])[C:22](=[O:26])[CH2:21][N:13]1[C:14]([O:15][C:16]([CH3:18])([CH3:17])[CH3:19])=[O:20])([C:4]([CH3:5])([CH3:7])[CH3:6])([CH3:3])[CH3:2], predict the reactants needed to synthesize it. (3) Given the product [Br:8][C:5]1[CH:6]=[CH:7][C:2]([C:14]2([OH:19])[CH2:18][CH2:17][CH2:16][CH2:15]2)=[N:3][CH:4]=1, predict the reactants needed to synthesize it. The reactants are: Br[C:2]1[CH:7]=[CH:6][C:5]([Br:8])=[CH:4][N:3]=1.[Li]CCCC.[C:14]1(=[O:19])[CH2:18][CH2:17][CH2:16][CH2:15]1.[Cl-].[NH4+]. (4) Given the product [CH:30]([O-:32])=[O:31].[CH2:14]([N+:11]1[CH:12]=[CH:13][N:9]([CH2:6][CH2:7][CH3:8])[C:10]=1[CH3:17])[CH2:15][CH3:16], predict the reactants needed to synthesize it. The reactants are: S([O-])([O-])(=O)=O.[CH2:6]([N+:9]1[CH:13]=[CH:12][N:11]([CH2:14][CH2:15][CH3:16])[C:10]=1[CH3:17])[CH2:7][CH3:8].[CH2:14]([N+:11]1[CH:12]=[CH:13][N:9]([CH2:6][CH2:7][CH3:8])[C:10]=1[CH3:17])[CH2:15][CH3:16].[CH:30]([O-:32])=[O:31].[Ba+2].C([O-])=O. (5) The reactants are: [C:1]1([CH2:7][C:8]([C:10]2[CH:11]=[CH:12][C:13]3[O:18][CH2:17][C:16](=[O:19])[NH:15][C:14]=3[CH:20]=2)=[O:9])[CH:6]=[CH:5][CH:4]=[CH:3][CH:2]=1.[Br-:21].[Br-].[Br-].[NH+]1C=CC=CC=1.[NH+]1C=CC=CC=1.[NH+]1C=CC=CC=1.[O-]S([O-])(=S)=O.[Na+].[Na+]. Given the product [Br:21][CH:7]([C:1]1[CH:2]=[CH:3][CH:4]=[CH:5][CH:6]=1)[C:8]([C:10]1[CH:11]=[CH:12][C:13]2[O:18][CH2:17][C:16](=[O:19])[NH:15][C:14]=2[CH:20]=1)=[O:9], predict the reactants needed to synthesize it. (6) Given the product [O:13]1[C:17]2[CH:18]=[CH:19][C:20]([O:22][C:6]3[N:7]=[CH:8][CH:9]=[CH:10][C:5]=3[C:4]([OH:3])=[O:12])=[CH:21][C:16]=2[O:15][CH2:14]1, predict the reactants needed to synthesize it. The reactants are: C([O:3][C:4](=[O:12])[C:5]1[CH:10]=[CH:9][CH:8]=[N:7][C:6]=1Cl)C.[O:13]1[C:17]2[CH:18]=[CH:19][C:20]([OH:22])=[CH:21][C:16]=2[O:15][CH2:14]1.C(=O)([O-])[O-].[Cs+].[Cs+]. (7) Given the product [CH3:1][NH:2][S:3]([CH2:6][C:7]1[CH:12]=[CH:11][C:10]2[NH:13][CH:14]=[C:15]([CH2:16][CH2:17][N:18]([CH3:20])[CH3:19])[C:9]=2[CH:8]=1)(=[O:5])=[O:4], predict the reactants needed to synthesize it. The reactants are: [CH3:1][NH:2][S:3]([CH2:6][C:7]1[CH:12]=[CH:11][C:10]2[NH:13][CH:14]=[C:15]([CH2:16][CH2:17][N:18]([CH3:20])[CH3:19])[C:9]=2[CH:8]=1)(=[O:5])=[O:4].C(C(O)=O)CC(O)=O.OC1O[C@H](CO)[C@@H](O[C@@H]2O[C@H](CO)[C@H](O)[C@H](O)[C@H]2O)[C@H](O)[C@H]1O. (8) Given the product [NH2:7][C:8]1[N:9]=[C:10]([CH3:39])[C:11]([CH2:15][NH:16][C:17]([C:19]2[CH:20]=[N:21][N:22]([CH2:24][C:25]3[CH:30]=[CH:29][C:28]([CH2:31][N:32]4[C:33](=[O:38])[CH2:34][CH2:35][C:36]4=[O:37])=[CH:27][CH:26]=3)[CH:23]=2)=[O:18])=[C:12]([CH3:14])[CH:13]=1, predict the reactants needed to synthesize it. The reactants are: C(OC(=O)[NH:7][C:8]1[CH:13]=[C:12]([CH3:14])[C:11]([CH2:15][NH:16][C:17]([C:19]2[CH:20]=[N:21][N:22]([CH2:24][C:25]3[CH:30]=[CH:29][C:28]([CH2:31][N:32]4[C:36](=[O:37])[CH2:35][CH2:34][C:33]4=[O:38])=[CH:27][CH:26]=3)[CH:23]=2)=[O:18])=[C:10]([CH3:39])[N:9]=1)(C)(C)C.C(O)(C(F)(F)F)=O. (9) Given the product [CH3:20][CH2:19][N:15]([C:16]([CH3:17])=[O:18])[C:11]1[CH:12]=[CH:13][CH:14]=[C:9]([C:7]2[N:25]3[N:24]=[CH:23][C:27]([C:28]#[N:29])=[C:21]3[N:4]=[CH:5][CH:6]=2)[CH:10]=1, predict the reactants needed to synthesize it. The reactants are: O=O.C[N:4]([CH3:21])[CH:5]=[CH:6][C:7]([C:9]1[CH:10]=[C:11]([N:15]([CH2:19][CH3:20])[C:16](=[O:18])[CH3:17])[CH:12]=[CH:13][CH:14]=1)=O.N[C:23]1[C:27]([C:28]#[N:29])=C[NH:25][N:24]=1. (10) Given the product [OH:8][CH2:9][CH2:10][O:11][CH2:12][CH2:13][C:14]([O:16][CH2:17][CH3:18])=[O:15], predict the reactants needed to synthesize it. The reactants are: C([O:8][CH2:9][CH2:10][O:11][CH2:12][CH2:13][C:14]([O:16][CH2:17][CH3:18])=[O:15])C1C=CC=CC=1.